Dataset: Catalyst prediction with 721,799 reactions and 888 catalyst types from USPTO. Task: Predict which catalyst facilitates the given reaction. The catalyst class is: 49. Product: [OH:1][CH2:2][CH2:3][N:4]([CH2:5][C:6]([N:8]1[CH2:13][CH2:12][S:11][C:10]2[CH:14]=[C:15]([N+:18]([O-:20])=[O:19])[CH:16]=[CH:17][C:9]1=2)=[O:7])[C:26](=[O:27])[O:25][C:22]([CH3:24])([CH3:23])[CH3:21]. Reactant: [OH:1][CH2:2][CH2:3][NH:4][CH2:5][C:6]([N:8]1[CH2:13][CH2:12][S:11][C:10]2[CH:14]=[C:15]([N+:18]([O-:20])=[O:19])[CH:16]=[CH:17][C:9]1=2)=[O:7].[CH3:21][C:22]([O:25][C:26](O[C:26]([O:25][C:22]([CH3:24])([CH3:23])[CH3:21])=[O:27])=[O:27])([CH3:24])[CH3:23].C(N(CC)CC)C.C(=O)(O)[O-].[Na+].